This data is from Reaction yield outcomes from USPTO patents with 853,638 reactions. The task is: Predict the reaction yield, written as a fraction of the theoretical maximum amount of product (1.0 means a 100% yield; for example, 0.34 means a 34% yield). (1) The reactants are Br[C:2]1[CH:3]=[C:4]2[C:10]([CH3:11])=[N:9][NH:8][C:5]2=[N:6][CH:7]=1.[B:12]1([B:12]2[O:16][C:15]([CH3:18])([CH3:17])[C:14]([CH3:20])([CH3:19])[O:13]2)[O:16][C:15]([CH3:18])([CH3:17])[C:14]([CH3:20])([CH3:19])[O:13]1.C([O-])(=O)C.[K+]. The catalyst is CS(C)=O. The product is [CH3:11][C:10]1[C:4]2[C:5](=[N:6][CH:7]=[C:2]([B:12]3[O:16][C:15]([CH3:18])([CH3:17])[C:14]([CH3:20])([CH3:19])[O:13]3)[CH:3]=2)[NH:8][N:9]=1. The yield is 0.936. (2) The reactants are [Cl:1][C:2]1[N:3]=[C:4]([NH:11][C:12]2[CH:13]=[C:14]([CH:18]=[CH:19][CH:20]=2)[C:15]([OH:17])=O)[C:5]2[S:10][CH2:9][CH2:8][C:6]=2[N:7]=1.CN(C(ON1N=[N:36][C:31]2C=[CH:33][CH:34]=[N:35][C:30]1=2)=[N+](C)C)C.F[P-](F)(F)(F)(F)F.[CH:45](N(C(C)C)CC)(C)C.ClC1N=C(CCCN)C2S(=O)(=O)CCC=2N=1. The catalyst is CS(C)=O. The product is [CH3:45][N:35]1[CH2:30][CH2:31][N:36]([C:15]([C:14]2[CH:18]=[CH:19][CH:20]=[C:12]([NH:11][C:4]3[C:5]4[S:10][CH2:9][CH2:8][C:6]=4[N:7]=[C:2]([Cl:1])[N:3]=3)[CH:13]=2)=[O:17])[CH2:33][CH2:34]1. The yield is 0.330.